This data is from NCI-60 drug combinations with 297,098 pairs across 59 cell lines. The task is: Regression. Given two drug SMILES strings and cell line genomic features, predict the synergy score measuring deviation from expected non-interaction effect. (1) Drug 1: C1CN1P(=S)(N2CC2)N3CC3. Drug 2: CC1=C(C=C(C=C1)NC(=O)C2=CC=C(C=C2)CN3CCN(CC3)C)NC4=NC=CC(=N4)C5=CN=CC=C5. Cell line: PC-3. Synergy scores: CSS=5.59, Synergy_ZIP=-2.76, Synergy_Bliss=0.426, Synergy_Loewe=-2.80, Synergy_HSA=-0.148. (2) Drug 1: CC(C1=C(C=CC(=C1Cl)F)Cl)OC2=C(N=CC(=C2)C3=CN(N=C3)C4CCNCC4)N. Drug 2: CC1C(C(CC(O1)OC2CC(OC(C2O)C)OC3=CC4=CC5=C(C(=O)C(C(C5)C(C(=O)C(C(C)O)O)OC)OC6CC(C(C(O6)C)O)OC7CC(C(C(O7)C)O)OC8CC(C(C(O8)C)O)(C)O)C(=C4C(=C3C)O)O)O)O. Cell line: SK-MEL-5. Synergy scores: CSS=0.993, Synergy_ZIP=27.0, Synergy_Bliss=24.3, Synergy_Loewe=17.8, Synergy_HSA=18.9. (3) Drug 1: CN(C)N=NC1=C(NC=N1)C(=O)N. Drug 2: CC(C)(C#N)C1=CC(=CC(=C1)CN2C=NC=N2)C(C)(C)C#N. Cell line: T-47D. Synergy scores: CSS=-2.35, Synergy_ZIP=-0.457, Synergy_Bliss=-2.44, Synergy_Loewe=-2.38, Synergy_HSA=-2.90. (4) Synergy scores: CSS=12.6, Synergy_ZIP=-2.50, Synergy_Bliss=1.64, Synergy_Loewe=-26.7, Synergy_HSA=1.85. Drug 1: CCC1=CC2CC(C3=C(CN(C2)C1)C4=CC=CC=C4N3)(C5=C(C=C6C(=C5)C78CCN9C7C(C=CC9)(C(C(C8N6C)(C(=O)OC)O)OC(=O)C)CC)OC)C(=O)OC.C(C(C(=O)O)O)(C(=O)O)O. Drug 2: C1CN(P(=O)(OC1)NCCCl)CCCl. Cell line: HOP-62. (5) Drug 1: CS(=O)(=O)C1=CC(=C(C=C1)C(=O)NC2=CC(=C(C=C2)Cl)C3=CC=CC=N3)Cl. Drug 2: C#CCC(CC1=CN=C2C(=N1)C(=NC(=N2)N)N)C3=CC=C(C=C3)C(=O)NC(CCC(=O)O)C(=O)O. Cell line: TK-10. Synergy scores: CSS=2.08, Synergy_ZIP=-0.237, Synergy_Bliss=0.265, Synergy_Loewe=-0.732, Synergy_HSA=-0.707. (6) Drug 1: C1CCC(CC1)NC(=O)N(CCCl)N=O. Drug 2: CC1=C(N=C(N=C1N)C(CC(=O)N)NCC(C(=O)N)N)C(=O)NC(C(C2=CN=CN2)OC3C(C(C(C(O3)CO)O)O)OC4C(C(C(C(O4)CO)O)OC(=O)N)O)C(=O)NC(C)C(C(C)C(=O)NC(C(C)O)C(=O)NCCC5=NC(=CS5)C6=NC(=CS6)C(=O)NCCC[S+](C)C)O. Cell line: SNB-75. Synergy scores: CSS=3.03, Synergy_ZIP=-1.35, Synergy_Bliss=5.46, Synergy_Loewe=-0.291, Synergy_HSA=0.509. (7) Cell line: MCF7. Drug 2: N.N.Cl[Pt+2]Cl. Synergy scores: CSS=24.3, Synergy_ZIP=-7.26, Synergy_Bliss=-1.34, Synergy_Loewe=-6.09, Synergy_HSA=-1.86. Drug 1: C1=NC2=C(N=C(N=C2N1C3C(C(C(O3)CO)O)O)F)N. (8) Drug 1: C1CN(P(=O)(OC1)NCCCl)CCCl. Drug 2: C(CCl)NC(=O)N(CCCl)N=O. Cell line: KM12. Synergy scores: CSS=12.4, Synergy_ZIP=-2.45, Synergy_Bliss=0.559, Synergy_Loewe=-27.4, Synergy_HSA=-3.36. (9) Drug 1: C1C(C(OC1N2C=NC3=C(N=C(N=C32)Cl)N)CO)O. Drug 2: CC1=C(C=C(C=C1)NC(=O)C2=CC=C(C=C2)CN3CCN(CC3)C)NC4=NC=CC(=N4)C5=CN=CC=C5. Cell line: BT-549. Synergy scores: CSS=33.2, Synergy_ZIP=0.192, Synergy_Bliss=-1.91, Synergy_Loewe=-24.8, Synergy_HSA=-2.56. (10) Drug 1: CC12CCC(CC1=CCC3C2CCC4(C3CC=C4C5=CN=CC=C5)C)O. Drug 2: C1=C(C(=O)NC(=O)N1)N(CCCl)CCCl. Cell line: NCI-H460. Synergy scores: CSS=36.3, Synergy_ZIP=-1.23, Synergy_Bliss=1.13, Synergy_Loewe=-9.20, Synergy_HSA=0.455.